From a dataset of Experimentally validated miRNA-target interactions with 360,000+ pairs, plus equal number of negative samples. Binary Classification. Given a miRNA mature sequence and a target amino acid sequence, predict their likelihood of interaction. (1) The miRNA is hsa-miR-326 with sequence CCUCUGGGCCCUUCCUCCAG. The protein sequence of the target gene is MLKPQPLQQPSQPQQPPPTQQAVARRPPGGTSPPNGGLPGPLATSAAPPGPPAAASPCLGPVAAAGSGLRRGAEGILAPQPPPPQQHQERPGAAAIGSARGQSTGKGPPQSPVFEGVYNNSRMLHFLTAVVGSTCDVKVKNGTTYEGIFKTLSSKFELAVDAVHRKASEPAGGPRREDIVDTMVFKPSDVMLVHFRNVDFNYATKDKFTDSAIAMNSKVNGEHKEKVLQRWEGGDSNSDDYDLESDMSNGWDPNEMFKFNEENYGVKTTYDSSLSSYTVPLEKDNSEEFRQRELRAAQLA.... Result: 1 (interaction). (2) The miRNA is mmu-miR-466b-5p with sequence UGAUGUGUGUGUACAUGUACAU. The protein sequence of the target gene is MEALGPGGDRASPASSTSSLDLWHLSMRADSAYSSFSAASGGPEPRTQSPGTDLLPYLDWDYVRVVWGGPGPAPPDAALCTSPRPRPAVAARSGPQPTEVPGTPGPLNRQATPLLYALAAEAEAAAQAAEPPSPPASRAAYRQRLQGAQRRVLRETSFQRKELRMSLPARLRPTVPARPPATHPRSASLSHPGGEGEPARSRAPAPGTAGRGPLANQQRKWCFSEPGKLDRVGRGGGPARECLGEACSSSGLPGPEPLEFQHPALAKFEDHEVGWLPETQPQGSMNLDSGSLKLGDAFRP.... Result: 0 (no interaction). (3) The miRNA is hsa-miR-4685-3p with sequence UCUCCCUUCCUGCCCUGGCUAG. The protein sequence of the target gene is MSVEDGGMPGLGRPRQARWTLMLLLSTAMYGAHAPLLALCHVDGRVPFRPSSAVLLTELTKLLLCAFSLLVGWQAWPQGPPPWRQAAPFALSALLYGANNNLVIYLQRYMDPSTYQVLSNLKIGSTAVLYCLCLRHRLSVRQGLALLLLMAAGACYAAGGLQVPGNTLPSPPPAAAASPMPLHITPLGLLLLILYCLISGLSSVYTELLMKRQRLPLALQNLFLYTFGVLLNLGLHAGGGSGPGLLEGFSGWAALVVLSQALNGLLMSAVMKHGSSITRLFVVSCSLVVNAVLSAVLLRL.... Result: 0 (no interaction).